This data is from Forward reaction prediction with 1.9M reactions from USPTO patents (1976-2016). The task is: Predict the product of the given reaction. (1) Given the reactants [I:1][C:2]1[CH:7]=[CH:6][C:5]([OH:8])=[CH:4][CH:3]=1.[Cl-].[Cl-].[Mg+2].[CH2:12]=[O:13].Cl, predict the reaction product. The product is: [OH:8][C:5]1[CH:6]=[CH:7][C:2]([I:1])=[CH:3][C:4]=1[CH:12]=[O:13]. (2) Given the reactants Cl[C:2]1[N:7]=[C:6]([C:8]([F:11])([F:10])[F:9])[CH:5]=[CH:4][N:3]=1.[C:12]([O:16][C:17]([N:19]1[CH2:24][CH2:23][CH:22]([NH2:25])[CH2:21][CH2:20]1)=[O:18])([CH3:15])([CH3:14])[CH3:13].C(N(CC)CC)C, predict the reaction product. The product is: [C:12]([O:16][C:17]([N:19]1[CH2:24][CH2:23][CH:22]([NH:25][C:2]2[N:7]=[C:6]([C:8]([F:11])([F:10])[F:9])[CH:5]=[CH:4][N:3]=2)[CH2:21][CH2:20]1)=[O:18])([CH3:15])([CH3:13])[CH3:14]. (3) The product is: [Cl:1][C:2]1[CH:7]=[CH:6][C:5]([CH:8]([NH:9][C:10](=[O:19])[CH2:11][C:12]2[CH:17]=[CH:16][C:15]([O:18][CH2:28][C:29]3[C:30]([C:35]([O:37][CH3:38])=[O:36])=[N:31][O:32][C:33]=3[CH3:34])=[CH:14][CH:13]=2)[C:20]2[CH:21]=[CH:22][CH:23]=[CH:24][CH:25]=2)=[C:4]([CH3:26])[CH:3]=1. Given the reactants [Cl:1][C:2]1[CH:7]=[CH:6][C:5]([CH:8]([C:20]2[CH:25]=[CH:24][CH:23]=[CH:22][CH:21]=2)[NH:9][C:10](=[O:19])[CH2:11][C:12]2[CH:17]=[CH:16][C:15]([OH:18])=[CH:14][CH:13]=2)=[C:4]([CH3:26])[CH:3]=1.Cl[CH2:28][C:29]1[C:30]([C:35]([O:37][CH3:38])=[O:36])=[N:31][O:32][C:33]=1[CH3:34], predict the reaction product. (4) Given the reactants [CH3:1][C:2]([Si:5]([CH3:28])([CH3:27])[O:6][CH2:7][C@@H:8]([O:10][C:11]1[CH:12]=[C:13]([CH:23]=[C:24]([OH:26])[CH:25]=1)[C:14]([NH:16][C:17]1[CH:21]=[CH:20][N:19]([CH3:22])[N:18]=1)=[O:15])[CH3:9])([CH3:4])[CH3:3].[Cl:29][C:30]1[C:31](Cl)=[N:32][CH:33]=[C:34]([CH:40]=1)[C:35]([O:37][CH2:38]C)=[O:36].C(=O)([O-])[O-].[K+].[K+], predict the reaction product. The product is: [Cl:29][C:30]1[CH:40]=[C:34]([C:35]([O:37][CH3:38])=[O:36])[CH:33]=[N:32][C:31]=1[O:26][C:24]1[CH:23]=[C:13]([C:14]([NH:16][C:17]2[CH:21]=[CH:20][N:19]([CH3:22])[N:18]=2)=[O:15])[CH:12]=[C:11]([O:10][C@@H:8]([CH3:9])[CH2:7][O:6][Si:5]([C:2]([CH3:3])([CH3:4])[CH3:1])([CH3:28])[CH3:27])[CH:25]=1. (5) Given the reactants [NH2:1][C@H:2]1[CH2:6][CH2:5][N:4]([CH:7]([C:27]2[CH:32]=[CH:31][C:30]([F:33])=[CH:29][CH:28]=2)[C:8]([N:10]([CH2:12][C:13]2[C:22]3[C:17](=[CH:18][CH:19]=[CH:20][CH:21]=3)[CH:16]=[C:15]([C:23]#[N:24])[C:14]=2[O:25][CH3:26])[CH3:11])=[O:9])[CH2:3]1.[CH3:34][O-].[Na+].C=O.[OH-].[Na+], predict the reaction product. The product is: [C:23]([C:15]1[C:14]([O:25][CH3:26])=[C:13]([CH2:12][N:10]([CH3:11])[C:8](=[O:9])[CH:7]([C:27]2[CH:32]=[CH:31][C:30]([F:33])=[CH:29][CH:28]=2)[N:4]2[CH2:5][CH2:6][C@H:2]([NH:1][CH3:34])[CH2:3]2)[C:22]2[C:17]([CH:16]=1)=[CH:18][CH:19]=[CH:20][CH:21]=2)#[N:24]. (6) Given the reactants C[O:2][C:3]([C:5]1([C:9]2[CH:14]=[CH:13][C:12]([NH:15][C:16]3[N:21]=[C:20]([NH:22][C:23]([CH3:26])([CH3:25])[CH3:24])[CH:19]=[C:18]([C:27]4[CH:32]=[CH:31][CH:30]=[CH:29][CH:28]=4)[N:17]=3)=[CH:11][CH:10]=2)[CH2:8][CH2:7][CH2:6]1)=[O:4].[OH-].[Na+], predict the reaction product. The product is: [C:23]([NH:22][C:20]1[CH:19]=[C:18]([C:27]2[CH:28]=[CH:29][CH:30]=[CH:31][CH:32]=2)[N:17]=[C:16]([NH:15][C:12]2[CH:11]=[CH:10][C:9]([C:5]3([C:3]([OH:4])=[O:2])[CH2:8][CH2:7][CH2:6]3)=[CH:14][CH:13]=2)[N:21]=1)([CH3:26])([CH3:24])[CH3:25].